This data is from Full USPTO retrosynthesis dataset with 1.9M reactions from patents (1976-2016). The task is: Predict the reactants needed to synthesize the given product. Given the product [CH2:1]([O:8][C:9]1[CH:14]=[C:13]([O:15][CH2:16][CH2:17][C:18]2[CH:23]=[CH:22][CH:21]=[CH:20][CH:19]=2)[CH:12]=[CH:11][C:10]=1[N:24]1[S:28](=[O:30])(=[O:29])[NH:27][C:26](=[O:37])[CH2:25]1)[C:2]1[CH:3]=[CH:4][CH:5]=[CH:6][CH:7]=1, predict the reactants needed to synthesize it. The reactants are: [CH2:1]([O:8][C:9]1[CH:14]=[C:13]([O:15][CH2:16][CH2:17][C:18]2[CH:23]=[CH:22][CH:21]=[CH:20][CH:19]=2)[CH:12]=[CH:11][C:10]=1[N:24]1[S:28](=[O:30])(=[O:29])[N:27](CC[Si](C)(C)C)[C:26](=[O:37])[CH2:25]1)[C:2]1[CH:7]=[CH:6][CH:5]=[CH:4][CH:3]=1.[F-].C([N+](CCCC)(CCCC)CCCC)CCC.